Regression/Classification. Given a drug SMILES string, predict its absorption, distribution, metabolism, or excretion properties. Task type varies by dataset: regression for continuous measurements (e.g., permeability, clearance, half-life) or binary classification for categorical outcomes (e.g., BBB penetration, CYP inhibition). Dataset: cyp1a2_veith. From a dataset of CYP1A2 inhibition data for predicting drug metabolism from PubChem BioAssay. The drug is CC(C)[C@@H](OCc1ccccc1)[C@H](C)/C=N\O[C@@H](C)c1cn([C@@H]2COC[C@@H]2O)nn1. The result is 0 (non-inhibitor).